Dataset: Catalyst prediction with 721,799 reactions and 888 catalyst types from USPTO. Task: Predict which catalyst facilitates the given reaction. (1) Product: [NH2:1][C:2]1[C:7]2[C:8]([C:11]3[CH:16]=[CH:15][C:14]([NH:17][C:18]([C:20]4[N:21]([CH3:29])[C:22]5[C:27]([CH:28]=4)=[CH:26][CH:25]=[CH:24][CH:23]=5)=[O:19])=[C:13]([O:30][CH3:31])[CH:12]=3)=[CH:9][S:10][C:6]=2[C:5]([CH:32]2[CH2:34][CH:33]2[C:35]([OH:37])=[O:36])=[CH:4][N:3]=1. The catalyst class is: 5. Reactant: [NH2:1][C:2]1[C:7]2[C:8]([C:11]3[CH:16]=[CH:15][C:14]([NH:17][C:18]([C:20]4[N:21]([CH3:29])[C:22]5[C:27]([CH:28]=4)=[CH:26][CH:25]=[CH:24][CH:23]=5)=[O:19])=[C:13]([O:30][CH3:31])[CH:12]=3)=[CH:9][S:10][C:6]=2[C:5]([CH:32]2[CH2:34][CH:33]2[C:35]([O:37]CC)=[O:36])=[CH:4][N:3]=1.[OH-].[Na+]. (2) The catalyst class is: 102. Reactant: Br[C:2]1[CH:7]=[CH:6][CH:5]=[C:4]([CH3:8])[N:3]=1.Br.[NH2:10][C@H:11]1[C:20]2[C:15](=[CH:16][CH:17]=[CH:18][CH:19]=2)[N:14]([C:21](=[O:23])[CH3:22])[C@@H:13]([CH2:24][CH3:25])[C@@H:12]1[CH3:26].CN(C1C(C2C(P(C3CCCCC3)C3CCCCC3)=CC=CC=2)=CC=CC=1)C.CC(C)([O-])C.[Na+]. Product: [CH2:24]([C@H:13]1[C@H:12]([CH3:26])[C@@H:11]([NH:10][C:2]2[CH:7]=[CH:6][CH:5]=[C:4]([CH3:8])[N:3]=2)[C:20]2[C:15](=[CH:16][CH:17]=[CH:18][CH:19]=2)[N:14]1[C:21](=[O:23])[CH3:22])[CH3:25]. (3) Reactant: [CH3:1][C:2]1[CH:15]=[C:5]2[C:6]([C@@H:10]3[CH2:12][C@H:11]3[CH:13]=O)=[CH:7][CH:8]=[CH:9][N:4]2[N:3]=1.[OH-:16].[Na+].Cl.[NH2:19]O. Product: [CH3:1][C:2]1[CH:15]=[C:5]2[C:6]([C@@H:10]3[CH2:12][C@H:11]3[CH:13]=[N:19][OH:16])=[CH:7][CH:8]=[CH:9][N:4]2[N:3]=1. The catalyst class is: 40. (4) Reactant: Cl[C:2]1[C:11]2[C:6](=[CH:7][C:8]([F:14])=[C:9]([O:12][CH3:13])[CH:10]=2)[N:5]=[CH:4][C:3]=1[C:15]#[N:16].[N:17]1[CH:22]=[CH:21][CH:20]=[C:19]([O:23][C:24]2[CH:29]=[CH:28][C:27]([NH2:30])=[CH:26][CH:25]=2)[CH:18]=1.Cl.N1C=CC=CC=1. Product: [F:14][C:8]1[CH:7]=[C:6]2[C:11]([C:2]([NH:30][C:27]3[CH:26]=[CH:25][C:24]([O:23][C:19]4[CH:18]=[N:17][CH:22]=[CH:21][CH:20]=4)=[CH:29][CH:28]=3)=[C:3]([C:15]#[N:16])[CH:4]=[N:5]2)=[CH:10][C:9]=1[O:12][CH3:13]. The catalyst class is: 486.